Dataset: Reaction yield outcomes from USPTO patents with 853,638 reactions. Task: Predict the reaction yield, written as a fraction of the theoretical maximum amount of product (1.0 means a 100% yield; for example, 0.34 means a 34% yield). (1) The reactants are [N:1]1[CH:6]=[CH:5][CH:4]=[CH:3][C:2]=1[CH2:7][NH:8][C:9](=[O:15])[O:10][C:11]([CH3:14])([CH3:13])[CH3:12].ClC1C=CC=C(C(OO)=[O:24])C=1. The catalyst is C(OCC)(=O)C. The product is [N:1]1[CH:6]=[CH:5][CH:4]=[CH:3][C:2]=1[CH2:7][NH+:8]([O-:24])[C:9](=[O:15])[O:10][C:11]([CH3:12])([CH3:14])[CH3:13]. The yield is 0.900. (2) The reactants are [CH3:1][NH:2][C:3]([N:5]1[C:13]2[C:8](=[CH:9][C:10]([O:14][C:15]3[CH:20]=[CH:19][N:18]=[C:17]([NH2:21])[CH:16]=3)=[CH:11][CH:12]=2)[CH:7]=[CH:6]1)=[O:4].N1C=CC=CC=1.C(N(CC)CC)C.[C:35](Cl)(=[O:43])[O:36][C:37]1[CH:42]=[CH:41][CH:40]=[CH:39][CH:38]=1. The catalyst is CN(C)C=O. The product is [CH3:1][NH:2][C:3]([N:5]1[C:13]2[C:8](=[CH:9][C:10]([O:14][C:15]3[CH:20]=[CH:19][N:18]=[C:17]([NH:21][C:35](=[O:43])[O:36][C:37]4[CH:42]=[CH:41][CH:40]=[CH:39][CH:38]=4)[CH:16]=3)=[CH:11][CH:12]=2)[CH:7]=[CH:6]1)=[O:4]. The yield is 0.886. (3) The catalyst is O1CCCC1. The reactants are C[O:2][C:3](=O)[C:4]1[CH:9]=[CH:8][C:7]([C:10]2[NH:11][C:12]3[C:17]([CH:18]=2)=[CH:16][C:15]([Cl:19])=[CH:14][C:13]=3[NH:20][CH:21]2[CH2:25][CH2:24][CH2:23][CH2:22]2)=[CH:6][CH:5]=1.[BH4-].[Li+].[Cl-].[NH4+]. The yield is 0.0900. The product is [Cl:19][C:15]1[CH:16]=[C:17]2[C:12](=[C:13]([NH:20][CH:21]3[CH2:22][CH2:23][CH2:24][CH2:25]3)[CH:14]=1)[NH:11][C:10]([C:7]1[CH:6]=[CH:5][C:4]([CH2:3][OH:2])=[CH:9][CH:8]=1)=[CH:18]2. (4) The product is [Cl:12][C:13]1[C:14]([CH3:24])=[C:15]([OH:19])[C:16]([CH2:25][C:9]([CH3:8])=[CH2:4])=[CH:17][CH:18]=1. No catalyst specified. The yield is 0.960. The reactants are C(N(CC)[C:4]1[CH:9]=[CH:8]C=CC=1)C.[Cl:12][C:13]1[CH:18]=[CH:17][CH:16]=[C:15]([O:19]CC(C)=C)[C:14]=1[CH3:24].[C:25](OCC)(=O)C. (5) The reactants are [CH3:1][C:2]1([CH3:11])[O:6][CH:5]([CH2:7][CH2:8][CH2:9][OH:10])[CH2:4][O:3]1.[H-].[Na+].Cl[C:15]1[CH:20]=[CH:19][N+:18]([O-:21])=[C:17]([CH3:22])[C:16]=1[CH3:23]. The catalyst is CS(C)=O. The product is [CH3:1][C:2]1([CH3:11])[O:6][CH:5]([CH2:7][CH2:8][CH2:9][O:10][C:15]2[CH:20]=[CH:19][N+:18]([O-:21])=[C:17]([CH3:22])[C:16]=2[CH3:23])[CH2:4][O:3]1. The yield is 0.633. (6) The reactants are Cl[CH2:2][C:3]([NH:5][CH2:6][C:7]1[N:8]=[C:9]2[C:14](=[C:15]3[C:20]=1[CH:19]=[CH:18][CH:17]=[CH:16]3)[CH:13]=[CH:12][CH:11]=[CH:10]2)=[O:4].[NH:21]1[CH2:32][CH2:31][NH:30][CH2:29][CH2:28][NH:27][CH2:26][CH2:25][NH:24][CH2:23][CH2:22]1.C(N(CC)CC)C. The product is [CH:13]1[C:14]2[C:9](=[N:8][C:7]([CH2:6][NH:5][C:3](=[O:4])[CH2:2][N:21]3[CH2:32][CH2:31][NH:30][CH2:29][CH2:28][NH:27][CH2:26][CH2:25][NH:24][CH2:23][CH2:22]3)=[C:20]3[C:15]=2[CH:16]=[CH:17][CH:18]=[CH:19]3)[CH:10]=[CH:11][CH:12]=1. The catalyst is C(Cl)(Cl)Cl. The yield is 0.471. (7) The reactants are [CH:1]1([C:4]([C@H:6]2[CH2:10][O:9]C(C)(C)[N:7]2[C:13]([O:15][C:16]([CH3:19])([CH3:18])[CH3:17])=[O:14])=[CH2:5])[CH2:3][CH2:2]1.O.C1(C)C=CC(S(O)(=O)=O)=CC=1.C(N(CC)CC)C.C(OC(OC(C)(C)C)=O)(OC(C)(C)C)=O.N1C=CN=C1.[Si:59](Cl)([C:62]([CH3:65])([CH3:64])[CH3:63])([CH3:61])[CH3:60]. The catalyst is CO.CN(C)C1C=CN=CC=1. The product is [Si:59]([O:9][CH2:10][C@@H:6]([NH:7][C:13](=[O:14])[O:15][C:16]([CH3:17])([CH3:18])[CH3:19])[C:4]([CH:1]1[CH2:2][CH2:3]1)=[CH2:5])([C:62]([CH3:65])([CH3:64])[CH3:63])([CH3:61])[CH3:60]. The yield is 0.640. (8) The reactants are Br.Br.[NH:3]1[CH2:6][CH:5]([NH:7][C:8]2[C:13](=[O:14])[NH:12][CH:11]=[C:10]([C:15]3[CH:20]=[CH:19][N:18]=[C:17]([NH:21][CH3:22])[CH:16]=3)[CH:9]=2)[CH2:4]1.[C:23](O)(=[O:32])[CH:24]=[CH:25][C:26]1[CH:31]=[CH:30][CH:29]=[CH:28][CH:27]=1.CN(C(ON1N=NC2C=CC=NC1=2)=[N+](C)C)C.F[P-](F)(F)(F)(F)F.CCN(C(C)C)C(C)C. The catalyst is CN(C=O)C. The product is [C:23]([N:3]1[CH2:6][CH:5]([NH:7][C:8]2[C:13](=[O:14])[NH:12][CH:11]=[C:10]([C:15]3[CH:20]=[CH:19][N:18]=[C:17]([NH:21][CH3:22])[CH:16]=3)[CH:9]=2)[CH2:4]1)(=[O:32])/[CH:24]=[CH:25]/[C:26]1[CH:31]=[CH:30][CH:29]=[CH:28][CH:27]=1. The yield is 0.550. (9) The reactants are C[O:2][C:3]([C:5]1([C:8]2[CH:9]=[CH:10][C:11]3[O:15][CH:14]=[N:13][C:12]=3[CH:16]=2)[CH2:7][CH2:6]1)=[O:4].[Al+3].[Cl-].[Cl-].[Cl-].O. The catalyst is CCS. The product is [O:15]1[C:11]2[CH:10]=[CH:9][C:8]([C:5]3([C:3]([OH:4])=[O:2])[CH2:7][CH2:6]3)=[CH:16][C:12]=2[N:13]=[CH:14]1. The yield is 0.110.